Dataset: Catalyst prediction with 721,799 reactions and 888 catalyst types from USPTO. Task: Predict which catalyst facilitates the given reaction. (1) Product: [Cl:1][C:2]1[CH:16]=[CH:15][C:5]([CH2:6][NH:7][C:8](=[O:14])[O:9][C:10]([CH3:13])([CH3:12])[CH3:11])=[C:4]([C:17]2[CH:22]=[C:21]([OH:23])[N:20]=[CH:19][N:18]=2)[CH:3]=1. Reactant: [Cl:1][C:2]1[CH:16]=[CH:15][C:5]([CH2:6][NH:7][C:8](=[O:14])[O:9][C:10]([CH3:13])([CH3:12])[CH3:11])=[C:4]([C:17]2[CH:22]=[C:21]([O:23]C)[N:20]=[CH:19][N:18]=2)[CH:3]=1.Br. The catalyst class is: 52. (2) Reactant: [C:1]([N:5]1[C:9](=[O:10])[C:8](Cl)=[C:7]([C:12]2[CH:17]=[CH:16][CH:15]=[CH:14][CH:13]=2)[S:6]1(=[O:19])=[O:18])([CH3:4])([CH3:3])[CH3:2].[CH3:20][O:21][C:22]1[CH:27]=[CH:26][C:25]([NH2:28])=[CH:24][CH:23]=1. Product: [C:1]([N:5]1[C:9](=[O:10])[C:8]([NH:28][C:25]2[CH:26]=[CH:27][C:22]([O:21][CH3:20])=[CH:23][CH:24]=2)=[C:7]([C:12]2[CH:17]=[CH:16][CH:15]=[CH:14][CH:13]=2)[S:6]1(=[O:19])=[O:18])([CH3:4])([CH3:3])[CH3:2]. The catalyst class is: 23.